The task is: Predict the reactants needed to synthesize the given product.. This data is from Full USPTO retrosynthesis dataset with 1.9M reactions from patents (1976-2016). (1) Given the product [O:6]=[C:2]1[N:3]([CH2:10][C:11]2[CH:16]=[CH:15][C:14]([B:17]([OH:19])[OH:18])=[CH:13][CH:12]=2)[CH2:4][CH2:5][O:1]1, predict the reactants needed to synthesize it. The reactants are: [O:1]1[CH2:5][CH2:4][NH:3][C:2]1=[O:6].[H-].[Na+].Br[CH2:10][C:11]1[CH:16]=[CH:15][C:14]([B:17]([OH:19])[OH:18])=[CH:13][CH:12]=1.Cl. (2) Given the product [F:53][C:50]([F:51])([F:52])[S:47]([NH:46][CH2:45][CH2:44][C:42]1[S:43][C:39]([C:36]2[CH:35]=[CH:34][C:33]([NH:32][C:62]([NH:61][C:56]3[CH:57]=[CH:58][CH:59]=[CH:60][C:55]=3[F:54])=[O:63])=[CH:38][CH:37]=2)=[CH:40][N:41]=1)(=[O:49])=[O:48], predict the reactants needed to synthesize it. The reactants are: FC(F)(F)C1C=C(NC(=O)NC2C=CC(C3SC(CCC(OC)=O)=NC=3)=CC=2)C=CC=1.[NH2:32][C:33]1[CH:38]=[CH:37][C:36]([C:39]2[S:43][C:42]([CH2:44][CH2:45][NH:46][S:47]([C:50]([F:53])([F:52])[F:51])(=[O:49])=[O:48])=[N:41][CH:40]=2)=[CH:35][CH:34]=1.[F:54][C:55]1[CH:60]=[CH:59][CH:58]=[CH:57][C:56]=1[N:61]=[C:62]=[O:63]. (3) Given the product [CH3:8][S:9]([C:12]1[CH:13]=[CH:14][C:15]([C:18]2[CH:23]=[CH:22][C:21]([O:24][CH2:25][CH:26]3[CH2:31][CH2:30][N:29]([C:38]([C:34]4([C:33]([F:42])([F:41])[F:32])[CH2:37][CH2:36][CH2:35]4)=[O:39])[CH2:28][CH2:27]3)=[CH:20][CH:19]=2)=[CH:16][CH:17]=1)(=[O:11])=[O:10], predict the reactants needed to synthesize it. The reactants are: FC(F)(F)C(O)=O.[CH3:8][S:9]([C:12]1[CH:17]=[CH:16][C:15]([C:18]2[CH:23]=[CH:22][C:21]([O:24][CH2:25][CH:26]3[CH2:31][CH2:30][NH:29][CH2:28][CH2:27]3)=[CH:20][CH:19]=2)=[CH:14][CH:13]=1)(=[O:11])=[O:10].[F:32][C:33]([F:42])([F:41])[C:34]1([C:38](O)=[O:39])[CH2:37][CH2:36][CH2:35]1.C(Cl)CCl.C1C=CC2N(O)N=NC=2C=1.CCN(C(C)C)C(C)C. (4) Given the product [CH2:20]([NH:24][C:17]([C:13]1[N:12]=[C:11]([C:5]2[CH:4]=[C:3]([CH2:1][CH3:2])[C:8](=[O:9])[NH:7][C:6]=2[CH3:10])[CH:16]=[CH:15][CH:14]=1)=[O:19])[CH2:21][CH2:22][CH3:23], predict the reactants needed to synthesize it. The reactants are: [CH2:1]([C:3]1[C:8](=[O:9])[NH:7][C:6]([CH3:10])=[C:5]([C:11]2[CH:16]=[CH:15][CH:14]=[C:13]([C:17]([OH:19])=O)[N:12]=2)[CH:4]=1)[CH3:2].[CH2:20]([NH2:24])[CH2:21][CH2:22][CH3:23]. (5) The reactants are: [CH3:1][O:2][C:3]1[CH:8]=[C:7]([O:9][CH3:10])[CH:6]=[C:5]([O:11][CH3:12])[C:4]=1[C:13]([CH3:17])=[CH:14][CH2:15][OH:16].[C:18](O[C:18](=[O:22])[C:19]([CH3:21])=[CH2:20])(=[O:22])[C:19]([CH3:21])=[CH2:20].C(N(CC)CC)C.O. Given the product [CH3:12][O:11][C:5]1[CH:6]=[C:7]([O:9][CH3:10])[CH:8]=[C:3]([O:2][CH3:1])[C:4]=1[C:13]([CH3:17])=[CH:14][CH2:15][O:16][C:18](=[O:22])[C:19]([CH3:21])=[CH2:20], predict the reactants needed to synthesize it. (6) Given the product [CH2:12]([C:14]1[CH:31]=[CH:30][C:17]2[NH:18][C:19]([C:21]3[C:29]4[C:24](=[CH:25][CH:26]=[CH:27][CH:28]=4)[NH:23][N:22]=3)=[N:20][C:16]=2[CH:15]=1)[CH3:13], predict the reactants needed to synthesize it. The reactants are: C(C1C(C)=CC(N)=C(N)C=1)C.[CH2:12]([C:14]1[C:31](C)=[CH:30][C:17]2[NH:18][C:19]([C:21]3[C:29]4[C:24](=[CH:25][CH:26]=[CH:27][CH:28]=4)[NH:23][N:22]=3)=[N:20][C:16]=2[CH:15]=1)[CH3:13]. (7) Given the product [CH3:1][C:2]1[CH:11]=[C:10]([CH2:12][O:13][CH:14]2[CH2:19][CH2:18][N:17]([S:20]([CH2:23][CH:24]([NH:34][OH:35])[CH2:25][CH2:26][CH2:27][C:28]3[N:33]=[CH:32][CH:31]=[CH:30][N:29]=3)(=[O:21])=[O:22])[CH2:16][CH2:15]2)[C:9]2[C:4](=[CH:5][CH:6]=[CH:7][CH:8]=2)[N:3]=1, predict the reactants needed to synthesize it. The reactants are: [CH3:1][C:2]1[CH:11]=[C:10]([CH2:12][O:13][CH:14]2[CH2:19][CH2:18][N:17]([S:20](/[CH:23]=[CH:24]/[CH2:25][CH2:26][CH2:27][C:28]3[N:33]=[CH:32][CH:31]=[CH:30][N:29]=3)(=[O:22])=[O:21])[CH2:16][CH2:15]2)[C:9]2[C:4](=[CH:5][CH:6]=[CH:7][CH:8]=2)[N:3]=1.[NH2:34][OH:35].O.CCOC(C)=O. (8) The reactants are: Cl[C:2]1[CH:7]=[CH:6][C:5]([N+:8]([O-:10])=[O:9])=[CH:4][N:3]=1.[CH3:11][O:12][CH2:13][CH2:14][NH2:15]. Given the product [CH3:11][O:12][CH2:13][CH2:14][NH:15][C:2]1[CH:7]=[CH:6][C:5]([N+:8]([O-:10])=[O:9])=[CH:4][N:3]=1, predict the reactants needed to synthesize it. (9) The reactants are: C([O:3][C:4](=[O:35])[CH2:5][CH:6]1[O:10][B:9]([OH:11])[C:8]2[CH:12]=[C:13]([O:28][C:29]3[CH:34]=[N:33][CH:32]=[CH:31][N:30]=3)[CH:14]=[C:15]([O:16][CH2:17][CH2:18][CH2:19][NH:20]C(OC(C)(C)C)=O)[C:7]1=2)C.Cl. Given the product [NH2:20][CH2:19][CH2:18][CH2:17][O:16][C:15]1[C:7]2[CH:6]([CH2:5][C:4]([OH:35])=[O:3])[O:10][B:9]([OH:11])[C:8]=2[CH:12]=[C:13]([O:28][C:29]2[CH:34]=[N:33][CH:32]=[CH:31][N:30]=2)[CH:14]=1, predict the reactants needed to synthesize it.